This data is from Forward reaction prediction with 1.9M reactions from USPTO patents (1976-2016). The task is: Predict the product of the given reaction. (1) Given the reactants [F:1][C:2]1[CH:18]=[CH:17][CH:16]=[CH:15][C:3]=1[CH2:4][O:5][C:6]1[CH:14]=[CH:13][C:9]([C:10](O)=[O:11])=[CH:8][N:7]=1.[H-].[Al+3].[Li+].[H-].[H-].[H-].C(C(C(C([O-])=O)O)O)([O-])=O.[Na+].[K+].C(OCC)(=O)C, predict the reaction product. The product is: [F:1][C:2]1[CH:18]=[CH:17][CH:16]=[CH:15][C:3]=1[CH2:4][O:5][C:6]1[CH:14]=[CH:13][C:9]([CH2:10][OH:11])=[CH:8][N:7]=1. (2) Given the reactants [Si:1]([O:18][CH2:19][C:20]1[C:25]([N:26]2[CH2:31][C@H:30]([CH3:32])[O:29][C@H:28]([CH3:33])[CH2:27]2)=[C:24]([Cl:34])[C:23]([F:35])=[CH:22][N:21]=1)([C:14]([CH3:17])([CH3:16])[CH3:15])([C:8]1[CH:13]=[CH:12][CH:11]=[CH:10][CH:9]=1)[C:2]1[CH:7]=[CH:6][CH:5]=[CH:4][CH:3]=1.[S:36]1[C:40]([CH:41]=[O:42])=[CH:39][N:38]=[CH:37]1, predict the reaction product. The product is: [Si:1]([O:18][CH2:19][C:20]1[N:21]=[C:22]([CH:41]([C:40]2[S:36][CH:37]=[N:38][CH:39]=2)[OH:42])[C:23]([F:35])=[C:24]([Cl:34])[C:25]=1[N:26]1[CH2:31][C@H:30]([CH3:32])[O:29][C@H:28]([CH3:33])[CH2:27]1)([C:14]([CH3:17])([CH3:15])[CH3:16])([C:8]1[CH:13]=[CH:12][CH:11]=[CH:10][CH:9]=1)[C:2]1[CH:3]=[CH:4][CH:5]=[CH:6][CH:7]=1.